Task: Predict the product of the given reaction.. Dataset: Forward reaction prediction with 1.9M reactions from USPTO patents (1976-2016) (1) Given the reactants [NH2:1][C:2]1[CH:9]=[CH:8][CH:7]=[CH:6][C:3]=1[C:4]#N.[CH2:10]([Mg]Cl)[C:11]1[CH:16]=[CH:15][CH:14]=[CH:13][CH:12]=1.Cl.C([O:22]CC)C, predict the reaction product. The product is: [NH2:1][C:2]1[CH:9]=[CH:8][CH:7]=[CH:6][C:3]=1[C:4](=[O:22])[CH2:10][C:11]1[CH:16]=[CH:15][CH:14]=[CH:13][CH:12]=1. (2) Given the reactants C[O:2][C:3]([C:5]1[C:14]([CH2:15][CH2:16][CH3:17])=[C:13]2[C:8]([CH:9]=[CH:10][C:11]([CH3:18])=[N:12]2)=[CH:7][N:6]=1)=O.CO[BH-](OC)OC.[Na+].O, predict the reaction product. The product is: [CH3:18][C:11]1[CH:10]=[CH:9][C:8]2[C:13](=[C:14]([CH2:15][CH2:16][CH3:17])[C:5]([CH2:3][OH:2])=[N:6][CH:7]=2)[N:12]=1. (3) Given the reactants [F:1][C:2]([F:26])([F:25])[C:3]1[N:8]2[N:9]=[CH:10][C:11]([C:12]([OH:14])=O)=[C:7]2[N:6]=[C:5]([C:15]2[CH:20]=[CH:19][C:18]([C:21]([F:24])([F:23])[F:22])=[CH:17][CH:16]=2)[CH:4]=1.[OH:27][CH2:28][CH2:29][N:30]([CH2:41][CH2:42][OH:43])[S:31]([C:34]1[S:38][C:37]([NH2:39])=[N:36][C:35]=1[CH3:40])(=[O:33])=[O:32], predict the reaction product. The product is: [OH:27][CH2:28][CH2:29][N:30]([CH2:41][CH2:42][OH:43])[S:31]([C:34]1[S:38][C:37]([NH:39][C:12]([C:11]2[CH:10]=[N:9][N:8]3[C:3]([C:2]([F:1])([F:26])[F:25])=[CH:4][C:5]([C:15]4[CH:20]=[CH:19][C:18]([C:21]([F:23])([F:22])[F:24])=[CH:17][CH:16]=4)=[N:6][C:7]=23)=[O:14])=[N:36][C:35]=1[CH3:40])(=[O:32])=[O:33]. (4) Given the reactants COC1C=CC(O)=CC=1.C[O:11][C:12]1[CH:19]=[CH:18][C:17]([O:20][CH3:21])=[CH:16][C:13]=1[CH:14]=[O:15], predict the reaction product. The product is: [OH:11][C:12]1[CH:19]=[CH:18][C:17]([O:20][CH3:21])=[CH:16][C:13]=1[CH:14]=[O:15]. (5) Given the reactants Br[C:2]1[S:6][CH:5]=[C:4]([C:7]([N:9]2[C@@H:18]3[C@@H:13]([CH2:14][CH2:15][CH2:16][CH2:17]3)[CH2:12][CH2:11][CH2:10]2)=[O:8])[CH:3]=1.C(=O)([O-])[O-].[K+].[K+].C[NH:26][CH2:27][CH2:28][NH:29][CH3:30].N1C=CN=C1, predict the reaction product. The product is: [N:26]1([C:2]2[S:6][CH:5]=[C:4]([C:7]([N:9]3[CH:18]4[CH:13]([CH2:14][CH2:15][CH2:16][CH2:17]4)[CH2:12][CH2:11][CH2:10]3)=[O:8])[CH:3]=2)[CH:27]=[CH:28][N:29]=[CH:30]1. (6) Given the reactants [CH:1]([C:3]1[N:4]=[C:5]([NH:8][C:9](=[O:11])[CH3:10])[S:6][CH:7]=1)=O.[Br-].[C:13]([C:16]1[CH:41]=[CH:40][C:19]([CH2:20][P+](C2C=CC=CC=2)(C2C=CC=CC=2)C2C=CC=CC=2)=[C:18]([F:42])[C:17]=1[F:43])([OH:15])=[O:14], predict the reaction product. The product is: [C:9]([NH:8][C:5]1[S:6][CH:7]=[C:3]([CH:1]=[CH:20][C:19]2[CH:40]=[CH:41][C:16]([C:13]([OH:15])=[O:14])=[C:17]([F:43])[C:18]=2[F:42])[N:4]=1)(=[O:11])[CH3:10]. (7) Given the reactants C([O:3][C:4]([C:6]1[S:10][C:9]([C:11]2[CH:16]=[CH:15][C:14]([C:17]([F:20])([F:19])[F:18])=[CH:13][CH:12]=2)=[N:8][C:7]=1[CH2:21][N:22]1[CH2:27][CH2:26][O:25][CH2:24][CH2:23]1)=O)C.[H-].[Al+3].[Li+].[H-].[H-].[H-].O, predict the reaction product. The product is: [N:22]1([CH2:21][C:7]2[N:8]=[C:9]([C:11]3[CH:12]=[CH:13][C:14]([C:17]([F:19])([F:18])[F:20])=[CH:15][CH:16]=3)[S:10][C:6]=2[CH2:4][OH:3])[CH2:27][CH2:26][O:25][CH2:24][CH2:23]1.